Dataset: Tox21: 12 toxicity assays (nuclear receptors and stress response pathways). Task: Binary classification across 12 toxicity assays. The compound is O=C(c1ccc(O)c(O)c1)c1ccc(O)cc1O. It tested positive (active) for: NR-AhR (Aryl hydrocarbon Receptor agonist activity), NR-Aromatase (Aromatase enzyme inhibition), NR-ER (Estrogen Receptor agonist activity), NR-ER-LBD (Estrogen Receptor Ligand Binding Domain agonist), SR-HSE (Heat Shock Element response), and SR-MMP (Mitochondrial Membrane Potential disruption).